From a dataset of Forward reaction prediction with 1.9M reactions from USPTO patents (1976-2016). Predict the product of the given reaction. The product is: [OH:18][CH2:17][CH2:16][O:15][CH2:14][CH2:13][N:2]1[C:9]([C:7]([OH:11])([CH3:8])[CH3:6])=[CH:10][N:4]=[N:3]1. Given the reactants O.[N-:2]=[N+:3]=[N-:4].[Na+].[CH3:6][C:7]([OH:11])([C:9]#[CH:10])[CH3:8].Cl[CH2:13][CH2:14][O:15][CH2:16][CH2:17][OH:18], predict the reaction product.